This data is from Ames mutagenicity test results for genotoxicity prediction. The task is: Regression/Classification. Given a drug SMILES string, predict its toxicity properties. Task type varies by dataset: regression for continuous values (e.g., LD50, hERG inhibition percentage) or binary classification for toxic/non-toxic outcomes (e.g., AMES mutagenicity, cardiotoxicity, hepatotoxicity). Dataset: ames. The drug is Nc1nc(-c2ccc([N+](=O)[O-])cc2)nc2c1ncn2C1OC(CO)C(O)C1O. The result is 1 (mutagenic).